Task: Predict which catalyst facilitates the given reaction.. Dataset: Catalyst prediction with 721,799 reactions and 888 catalyst types from USPTO (1) Reactant: ClC1C=C(C=CC=1)C(OO)=O.[Cl:12][C:13]1[S:17][C:16]([C:18]2[N:19]=[C:20]([N:27]3[C:35]4[C:30](=[CH:31][CH:32]=[C:33]([O:36][CH2:37][C:38]([OH:40])=[O:39])[CH:34]=4)[CH2:29][CH2:28]3)[C:21]3[CH2:26]S[CH2:24][C:22]=3[N:23]=2)=[CH:15][CH:14]=1.[S:41]([O-:44])([O-])=[O:42].[Na+].[Na+]. Product: [Cl:12][C:13]1[S:17][C:16]([C:18]2[N:19]=[C:20]([N:27]3[C:35]4[C:30](=[CH:31][CH:32]=[C:33]([O:36][CH2:37][C:38]([OH:40])=[O:39])[CH:34]=4)[CH2:29][CH2:28]3)[C:21]3[CH2:26][S:41](=[O:44])(=[O:42])[CH2:24][C:22]=3[N:23]=2)=[CH:15][CH:14]=1. The catalyst class is: 1. (2) Reactant: CC1C=CC(S(OCC2CC3C=CC=C(C4C=CC(OC)=CC=4)C=3O2)(=O)=O)=CC=1.[N-]=[N+]=[N-].[Na+].[N:34]([CH2:37][CH:38]1[CH2:42][C:41]2[CH:43]=[CH:44][CH:45]=[C:46]([C:47]3[CH:52]=[CH:51][C:50]([O:53][CH3:54])=[CH:49][CH:48]=3)[C:40]=2[O:39]1)=[N+]=[N-].[N-]=[N+]=[N-]. Product: [CH3:54][O:53][C:50]1[CH:51]=[CH:52][C:47]([C:46]2[C:40]3[O:39][CH:38]([CH2:37][NH2:34])[CH2:42][C:41]=3[CH:43]=[CH:44][CH:45]=2)=[CH:48][CH:49]=1. The catalyst class is: 45. (3) Reactant: [NH2:1][C:2]1[N:7]=[CH:6][C:5]([C:8]#[C:9][C:10]2[S:11][CH:12]=[C:13]([C:15]([O:17]CC)=[O:16])[N:14]=2)=[CH:4][N:3]=1.[OH-].[Na+].CC(O)=O. Product: [NH2:1][C:2]1[N:3]=[CH:4][C:5]([C:8]#[C:9][C:10]2[S:11][CH:12]=[C:13]([C:15]([OH:17])=[O:16])[N:14]=2)=[CH:6][N:7]=1. The catalyst class is: 6.